Dataset: Peptide-MHC class II binding affinity with 134,281 pairs from IEDB. Task: Regression. Given a peptide amino acid sequence and an MHC pseudo amino acid sequence, predict their binding affinity value. This is MHC class II binding data. (1) The peptide sequence is SSYAATEVANAAAAS. The MHC is DRB1_1302 with pseudo-sequence DRB1_1302. The binding affinity (normalized) is 0.231. (2) The MHC is DRB3_0101 with pseudo-sequence DRB3_0101. The binding affinity (normalized) is 0.816. The peptide sequence is GELQILDKIDAAFKI. (3) The binding affinity (normalized) is 0.186. The peptide sequence is VDQKQFKQDSKYSHG. The MHC is DRB1_0802 with pseudo-sequence DRB1_0802. (4) The peptide sequence is GAYETYKFIPSLEAA. The MHC is HLA-DQA10401-DQB10402 with pseudo-sequence HLA-DQA10401-DQB10402. The binding affinity (normalized) is 0.668. (5) The peptide sequence is RVVFVVLLLLVAPAYS. The MHC is DRB3_0101 with pseudo-sequence DRB3_0101. The binding affinity (normalized) is 0.156.